The task is: Predict the reactants needed to synthesize the given product.. This data is from Full USPTO retrosynthesis dataset with 1.9M reactions from patents (1976-2016). (1) Given the product [C:1]([OH:6])(=[O:5])[CH:2]([CH3:4])[OH:3].[CH3:7][O:8][CH2:9][CH2:10][O:11][CH2:12][CH2:13][O:14][CH2:15][CH2:16][OH:17], predict the reactants needed to synthesize it. The reactants are: [C:1]([OH:6])(=[O:5])[C@H:2]([CH3:4])[OH:3].[CH3:7][O:8][CH2:9][CH2:10][O:11][CH2:12][CH2:13][O:14][CH2:15][CH2:16][OH:17].P(OC1C=CC=CC=1)(OC1C=CC=CC=1)OC1C=CC=CC=1. (2) The reactants are: Cl[S:2]([C:5]1[S:9][C:8]([C:10]2[CH:15]=[CH:14][C:13]([CH2:16][CH3:17])=[CH:12][CH:11]=2)=[CH:7][CH:6]=1)(=[O:4])=[O:3].[NH2:18][C:19]1[O:23][N:22]=[C:21]([CH3:24])[C:20]=1[Br:25]. Given the product [Br:25][C:20]1[C:21]([CH3:24])=[N:22][O:23][C:19]=1[NH:18][S:2]([C:5]1[S:9][C:8]([C:10]2[CH:15]=[CH:14][C:13]([CH2:16][CH3:17])=[CH:12][CH:11]=2)=[CH:7][CH:6]=1)(=[O:4])=[O:3], predict the reactants needed to synthesize it. (3) Given the product [Cl:26][C:23]1[CH:24]=[CH:25][C:20]([NH:19][C:18]2[CH:17]=[C:16]([NH:27][C:28](=[O:32])[NH:29][CH2:30][CH3:31])[N:15]=[CH:14][C:13]=2[C:11]([NH:10][C:7]2[CH:6]=[CH:5][C:4]([N:1]3[CH:35]=[C:34]([C:33]([O:37][CH2:38][CH3:39])=[O:36])[N:3]=[N:2]3)=[CH:9][CH:8]=2)=[O:12])=[CH:21][CH:22]=1, predict the reactants needed to synthesize it. The reactants are: [N:1]([C:4]1[CH:9]=[CH:8][C:7]([NH:10][C:11]([C:13]2[CH:14]=[N:15][C:16]([NH:27][C:28](=[O:32])[NH:29][CH2:30][CH3:31])=[CH:17][C:18]=2[NH:19][C:20]2[CH:25]=[CH:24][C:23]([Cl:26])=[CH:22][CH:21]=2)=[O:12])=[CH:6][CH:5]=1)=[N+:2]=[N-:3].[C:33]([O:37][CH2:38][CH3:39])(=[O:36])[C:34]#[CH:35]. (4) Given the product [Cl:1][C:2]1[C:11]([O:12][CH2:13][CH:14]([OH:15])[CH2:16][N:19]2[CH2:20][CH2:21][CH:22]([NH:25][C:26](=[O:32])[O:27][C:28]([CH3:30])([CH3:29])[CH3:31])[CH2:23][CH2:24]2)=[C:10]2[C:5](=[CH:4][CH:3]=1)[N:6]=[CH:7][C:8]([O:17][CH3:18])=[N:9]2, predict the reactants needed to synthesize it. The reactants are: [Cl:1][C:2]1[C:11]([O:12][CH2:13][C@H:14]2[CH2:16][O:15]2)=[C:10]2[C:5]([N:6]=[CH:7][C:8]([O:17][CH3:18])=[N:9]2)=[CH:4][CH:3]=1.[NH:19]1[CH2:24][CH2:23][CH:22]([NH:25][C:26](=[O:32])[O:27][C:28]([CH3:31])([CH3:30])[CH3:29])[CH2:21][CH2:20]1. (5) Given the product [Br:1][C:2]1[CH:3]=[C:4]([CH:20]=[CH:21][C:22]=1[O:23][CH3:24])[CH2:5][CH:6]1[C:15]2[C:10](=[CH:11][C:12]([O:18][CH3:19])=[C:13]([O:16][CH3:17])[CH:14]=2)[CH2:9][CH2:8][N:7]1[CH2:26][C:27]([NH:30][CH:31]1[C:39]2[C:34](=[CH:35][CH:36]=[CH:37][CH:38]=2)[CH2:33][CH2:32]1)=[O:28], predict the reactants needed to synthesize it. The reactants are: [Br:1][C:2]1[CH:3]=[C:4]([CH:20]=[CH:21][C:22]=1[O:23][CH3:24])[CH2:5][CH:6]1[C:15]2[C:10](=[CH:11][C:12]([O:18][CH3:19])=[C:13]([O:16][CH3:17])[CH:14]=2)[CH2:9][CH2:8][NH:7]1.Br[CH2:26][C:27](Br)=[O:28].[NH2:30][CH:31]1[C:39]2[C:34](=[CH:35][CH:36]=[CH:37][CH:38]=2)[CH2:33][CH2:32]1. (6) Given the product [O-:33][N+:12]1[CH:11]=[C:10]2[C:15]([CH:16]=[C:7]([C:1]3[CH:6]=[CH:5][CH:4]=[CH:3][CH:2]=3)[C:8]([C:17]3[CH:18]=[CH:19][C:20]([CH2:23][OH:24])=[CH:21][CH:22]=3)=[N:9]2)=[CH:14][CH:13]=1, predict the reactants needed to synthesize it. The reactants are: [C:1]1([C:7]2[C:8]([C:17]3[CH:22]=[CH:21][C:20]([CH2:23][OH:24])=[CH:19][CH:18]=3)=[N:9][C:10]3[C:15]([CH:16]=2)=[CH:14][CH:13]=[N:12][CH:11]=3)[CH:6]=[CH:5][CH:4]=[CH:3][CH:2]=1.ClC1C=CC=C(C(OO)=[O:33])C=1.